From a dataset of Reaction yield outcomes from USPTO patents with 853,638 reactions. Predict the reaction yield, written as a fraction of the theoretical maximum amount of product (1.0 means a 100% yield; for example, 0.34 means a 34% yield). (1) The reactants are [CH2:1]([OH:25])[CH2:2][O:3][CH2:4][CH2:5][O:6][CH2:7][CH2:8][O:9][CH2:10][CH2:11][O:12][CH2:13][CH2:14][O:15][CH2:16][CH2:17][O:18][CH2:19][CH2:20][O:21][CH2:22][CH2:23][OH:24].[H-].[Na+].[Si:28](Cl)([C:31]([CH3:34])([CH3:33])[CH3:32])([CH3:30])[CH3:29]. No catalyst specified. The product is [CH3:32][C:31]([CH3:34])([Si:28]([CH3:30])([CH3:29])[O:24][CH2:23][CH2:22][O:21][CH2:20][CH2:19][O:18][CH2:17][CH2:16][O:15][CH2:14][CH2:13][O:12][CH2:11][CH2:10][O:9][CH2:8][CH2:7][O:6][CH2:5][CH2:4][O:3][CH2:2][CH2:1][OH:25])[CH3:33]. The yield is 0.680. (2) The reactants are [C:1]([O:5][C:6]([N:8]1[CH2:13][CH2:12][CH:11]([OH:14])[CH2:10][CH2:9]1)=[O:7])([CH3:4])([CH3:3])[CH3:2].[C:15]1([CH3:25])[CH:20]=[CH:19][C:18]([S:21](Cl)(=[O:23])=[O:22])=[CH:17][CH:16]=1.C(N(CC)CC)C.O. The catalyst is N1C=CC=CC=1. The product is [C:1]([O:5][C:6]([N:8]1[CH2:13][CH2:12][CH:11]([O:14][S:21]([C:18]2[CH:19]=[CH:20][C:15]([CH3:25])=[CH:16][CH:17]=2)(=[O:23])=[O:22])[CH2:10][CH2:9]1)=[O:7])([CH3:4])([CH3:2])[CH3:3]. The yield is 0.760. (3) The reactants are [N+:1]([C:4]1[CH:5]=[C:6]([C:10]2[CH2:11][CH2:12][NH:13][CH2:14][CH:15]=2)[CH:7]=[CH:8][CH:9]=1)([O-:3])=[O:2].Br[CH2:17][CH2:18][CH2:19][NH:20][C:21](=[O:27])[O:22][C:23]([CH3:26])([CH3:25])[CH3:24].C([O-])([O-])=O.[K+].[K+].C(N(C(C)C)CC)(C)C. The catalyst is [I-].C([N+](CCCC)(CCCC)CCCC)CCC. The product is [N+:1]([C:4]1[CH:5]=[C:6]([C:10]2[CH2:15][CH2:14][N:13]([CH2:17][CH2:18][CH2:19][NH:20][C:21](=[O:27])[O:22][C:23]([CH3:26])([CH3:25])[CH3:24])[CH2:12][CH:11]=2)[CH:7]=[CH:8][CH:9]=1)([O-:3])=[O:2]. The yield is 0.857. (4) The reactants are [CH3:1][NH:2][CH2:3][CH2:4][OH:5].[CH2:6]=[C:7]1[O:11][C:9](=[O:10])[CH2:8]1. The catalyst is O1CCCC1. The product is [OH:5][CH2:4][CH2:3][N:2]([CH3:1])[C:9](=[O:10])[CH2:8][C:7](=[O:11])[CH3:6]. The yield is 0.730. (5) The reactants are [I:1][C:2]1[CH:8]=[C:7]([N+:9]([O-:11])=[O:10])[CH:6]=[CH:5][C:3]=1[NH2:4].[Si:12]([O:19][CH2:20][CH:21]=O)([C:15]([CH3:18])([CH3:17])[CH3:16])([CH3:14])[CH3:13].C(O)(C(F)(F)F)=O.[BH3-]C#N.[Na+]. The catalyst is CO. The product is [C:15]([Si:12]([CH3:14])([CH3:13])[O:19][CH2:20][CH2:21][NH:4][C:3]1[CH:5]=[CH:6][C:7]([N+:9]([O-:11])=[O:10])=[CH:8][C:2]=1[I:1])([CH3:18])([CH3:17])[CH3:16]. The yield is 0.250. (6) The reactants are Cl.C([O:5][C@H:6]([CH2:21][NH:22][C:23]([C:26]1[CH:31]=[CH:30][CH:29]=[C:28]([Br:32])[CH:27]=1)([CH3:25])[CH3:24])[C@@H:7]([NH:17][C:18](=[O:20])[CH3:19])[CH2:8][C:9]1[CH:14]=[C:13]([F:15])[CH:12]=[C:11]([F:16])[CH:10]=1)(=O)C.[OH-].[Na+]. The catalyst is CO. The product is [Br:32][C:28]1[CH:27]=[C:26]([C:23]([NH:22][CH2:21][C@@H:6]([OH:5])[C@@H:7]([NH:17][C:18](=[O:20])[CH3:19])[CH2:8][C:9]2[CH:10]=[C:11]([F:16])[CH:12]=[C:13]([F:15])[CH:14]=2)([CH3:25])[CH3:24])[CH:31]=[CH:30][CH:29]=1. The yield is 0.680. (7) The reactants are [CH2:1]1[CH:5]2[CH2:6][NH:7][CH2:8][CH:4]2[CH2:3][N:2]1[C:9]([O:11][C:12]([CH3:15])([CH3:14])[CH3:13])=[O:10].[C:16]1([C:22]2[CH:29]=[CH:28][C:25]([CH:26]=O)=[CH:24][CH:23]=2)[CH:21]=[CH:20][CH:19]=[CH:18][CH:17]=1.C(O[BH-](OC(=O)C)OC(=O)C)(=O)C.[Na+].ClCCCl. The catalyst is O. The product is [C:16]1([C:22]2[CH:23]=[CH:24][C:25]([CH2:26][N:7]3[CH2:6][CH:5]4[CH2:1][N:2]([C:9]([O:11][C:12]([CH3:15])([CH3:14])[CH3:13])=[O:10])[CH2:3][CH:4]4[CH2:8]3)=[CH:28][CH:29]=2)[CH:17]=[CH:18][CH:19]=[CH:20][CH:21]=1. The yield is 0.340. (8) The product is [Br:1][C:2]1[CH:7]=[CH:6][C:5]([Br:8])=[CH:4][C:3]=1[C:9]1[CH:14]=[CH:13][C:12]([S:16]([Cl:15])(=[O:18])=[O:17])=[CH:11][CH:10]=1. The catalyst is C(Cl)(Cl)Cl. The reactants are [Br:1][C:2]1[CH:7]=[CH:6][C:5]([Br:8])=[CH:4][C:3]=1[C:9]1[CH:14]=[CH:13][CH:12]=[CH:11][CH:10]=1.[Cl:15][S:16](O)(=[O:18])=[O:17].O=P(Cl)(Cl)Cl. The yield is 0.267. (9) The reactants are [NH2:1][C:2]1[NH:3][C:4](=[O:17])[C:5]2[CH:10]=[C:9]([C:11]3[CH:16]=[CH:15][CH:14]=[CH:13][CH:12]=3)[S:8][C:6]=2[N:7]=1.[C:18](O[C:18]([O:20][C:21]([CH3:24])([CH3:23])[CH3:22])=[O:19])([O:20][C:21]([CH3:24])([CH3:23])[CH3:22])=[O:19]. The catalyst is CN(C)C=O.CN(C)C1C=CN=CC=1. The product is [C:21]([O:20][C:18](=[O:19])[NH:1][C:2]1[NH:3][C:4](=[O:17])[C:5]2[CH:10]=[C:9]([C:11]3[CH:16]=[CH:15][CH:14]=[CH:13][CH:12]=3)[S:8][C:6]=2[N:7]=1)([CH3:24])([CH3:23])[CH3:22]. The yield is 0.320. (10) The reactants are Br[C:2]1[CH:3]=[CH:4][C:5]2[S:9](=[O:11])(=[O:10])[N:8]([CH2:12][CH2:13][C:14]([O:16][CH2:17][CH3:18])=[O:15])[CH2:7][C:6]=2[CH:19]=1.[F:20][C:21]1[CH:29]=[C:28]2[C:24]([C:25](B3OC(C)(C)C(C)(C)O3)=[CH:26][N:27]2[C:30]([O:32][C:33]([CH3:36])([CH3:35])[CH3:34])=[O:31])=[CH:23][CH:22]=1.[O-]P([O-])([O-])=O.[K+].[K+].[K+]. The catalyst is O1CCOCC1.O.C(OCC)(=O)C.C1C=CC(P(C2C=CC=CC=2)[C-]2C=CC=C2)=CC=1.C1C=CC(P(C2C=CC=CC=2)[C-]2C=CC=C2)=CC=1.Cl[Pd]Cl.[Fe+2]. The product is [CH2:17]([O:16][C:14](=[O:15])[CH2:13][CH2:12][N:8]1[CH2:7][C:6]2[CH:19]=[C:2]([C:25]3[C:24]4[C:28](=[CH:29][C:21]([F:20])=[CH:22][CH:23]=4)[N:27]([C:30]([O:32][C:33]([CH3:36])([CH3:35])[CH3:34])=[O:31])[CH:26]=3)[CH:3]=[CH:4][C:5]=2[S:9]1(=[O:11])=[O:10])[CH3:18].[F:20][C:21]1[CH:29]=[C:28]2[C:24]([C:25]([C:2]3[CH:3]=[CH:4][C:5]4[S:9](=[O:11])(=[O:10])[N:8]([CH2:12][CH2:13][C:14]([O:16][CH2:17][CH3:18])=[O:15])[CH2:7][C:6]=4[CH:19]=3)=[CH:26][NH:27]2)=[CH:23][CH:22]=1. The yield is 0.290.